From a dataset of Reaction yield outcomes from USPTO patents with 853,638 reactions. Predict the reaction yield, written as a fraction of the theoretical maximum amount of product (1.0 means a 100% yield; for example, 0.34 means a 34% yield). (1) The reactants are [CH:1](/[C:9]1[CH:10]=[CH:11][C:12]2[O:13][CH2:14][C:15](=O)[NH:16][C:17]=2[N:18]=1)=[CH:2]\[C:3]1[CH:8]=[CH:7][CH:6]=[CH:5][CH:4]=1.[H-].[H-].[H-].[H-].[Li+].[Al+3].O.[OH-].[Na+]. The catalyst is C1COCC1.CCOCC. The product is [CH:1](/[C:9]1[CH:10]=[CH:11][C:12]2[O:13][CH2:14][CH2:15][NH:16][C:17]=2[N:18]=1)=[CH:2]\[C:3]1[CH:4]=[CH:5][CH:6]=[CH:7][CH:8]=1. The yield is 0.550. (2) The reactants are [CH3:1][C:2]1[CH:7]=[CH:6][CH:5]=[C:4]([CH3:8])[C:3]=1[NH:9][C:10]1[N:14]2[CH:15]=[C:16]([F:19])[CH:17]=[CH:18][C:13]2=[N:12][C:11]=1[C:20]1[CH:33]=[CH:32][CH:31]=[CH:30][C:21]=1[C:22]([NH:24][NH:25][C:26]([NH:28][CH3:29])=S)=[O:23]. The catalyst is CO.C([O-])(=O)C.[Hg+2].C([O-])(=O)C. The product is [CH3:1][C:2]1[CH:7]=[CH:6][CH:5]=[C:4]([CH3:8])[C:3]=1[NH:9][C:10]1[N:14]2[CH:15]=[C:16]([F:19])[CH:17]=[CH:18][C:13]2=[N:12][C:11]=1[C:20]1[CH:33]=[CH:32][CH:31]=[CH:30][C:21]=1[C:22]1[O:23][C:26]([NH:28][CH3:29])=[N:25][N:24]=1. The yield is 0.260. (3) The reactants are [CH3:1][O:2][C:3](=[O:16])[C:4]([OH:15])([C:10]1[S:11][CH:12]=[CH:13][CH:14]=1)[C:5]1[S:6][CH:7]=[CH:8][CH:9]=1.[CH2:17]([N:25]1[CH2:29]C[C@@H:27](O)[CH2:26]1)[CH2:18][C:19]1[CH:24]=[CH:23][CH:22]=[CH:21][CH:20]=1. No catalyst specified. The product is [CH2:17]([N:25]1[CH2:26][CH2:27][C@@H:1]([O:2][C:3](=[O:16])[C:4]([OH:15])([C:5]2[S:6][CH:7]=[CH:8][CH:9]=2)[C:10]2[S:11][CH:12]=[CH:13][CH:14]=2)[CH2:29]1)[CH2:18][C:19]1[CH:20]=[CH:21][CH:22]=[CH:23][CH:24]=1. The yield is 0.505. (4) The reactants are [F:1][C:2]1[CH:7]=[C:6]([Si:8]([CH3:11])([CH3:10])[CH3:9])[CH:5]=[CH:4][C:3]=1[OH:12].N1C=CC=CC=1.[F:19][C:20]([F:33])([F:32])[S:21](O[S:21]([C:20]([F:33])([F:32])[F:19])(=[O:23])=[O:22])(=[O:23])=[O:22].Cl. The catalyst is C(Cl)Cl. The product is [F:1][C:2]1[CH:7]=[C:6]([Si:8]([CH3:9])([CH3:11])[CH3:10])[CH:5]=[CH:4][C:3]=1[O:12][S:21]([C:20]([F:33])([F:32])[F:19])(=[O:23])=[O:22]. The yield is 0.910. (5) The reactants are Br[C:2]1[CH:3]=[C:4]([Cl:28])[C:5]([CH:8]2[CH2:13][C:12]([CH3:27])([S:14]([C:17]3[CH:22]=[CH:21][CH:20]=[C:19]([C:23]([F:26])([F:25])[F:24])[CH:18]=3)(=[O:16])=[O:15])[CH2:11][CH2:10][O:9]2)=[N:6][CH:7]=1.[CH:29]1(B(O)O)[CH2:31][CH2:30]1.C([O-])([O-])=O.[Cs+].[Cs+]. The catalyst is C1(C)C=CC=CC=1.O. The product is [Cl:28][C:4]1[C:5]([CH:8]2[CH2:13][C:12]([CH3:27])([S:14]([C:17]3[CH:22]=[CH:21][CH:20]=[C:19]([C:23]([F:26])([F:25])[F:24])[CH:18]=3)(=[O:16])=[O:15])[CH2:11][CH2:10][O:9]2)=[N:6][CH:7]=[C:2]([CH:29]2[CH2:31][CH2:30]2)[CH:3]=1. The yield is 0.330. (6) The reactants are C[O:2][C:3](=O)[C:4]1[CH:9]=[C:8]([C:10]#[N:11])[CH:7]=[CH:6][C:5]=1[CH2:12][N:13]([CH2:23][C:24]1[C:29]([CH3:30])=[CH:28][C:27]([Cl:31])=[CH:26][N:25]=1)[C:14]([CH3:22])([C:16]1[CH:21]=[CH:20][CH:19]=[CH:18][N:17]=1)[CH3:15].[Li+].[BH4-].[OH-].[Na+].C(Cl)Cl. The catalyst is CO.C1COCC1. The product is [Cl:31][C:27]1[CH:28]=[C:29]([CH3:30])[C:24]([CH2:23][N:13]([CH2:12][C:5]2[CH:6]=[CH:7][C:8]([C:10]#[N:11])=[CH:9][C:4]=2[CH2:3][OH:2])[C:14]([CH3:15])([C:16]2[CH:21]=[CH:20][CH:19]=[CH:18][N:17]=2)[CH3:22])=[N:25][CH:26]=1. The yield is 0.910. (7) The reactants are C1(C)C=CC=CC=1.Br[C:9]1[C:10]([CH3:29])=[C:11]([CH3:28])[C:12]2[O:16][C:15]([CH3:18])([CH3:17])[CH:14]([C:19]3[CH:24]=[CH:23][C:22]([CH3:25])=[CH:21][CH:20]=3)[C:13]=2[C:26]=1[CH3:27].[CH3:30][O:31][C:32]1[CH:33]=[C:34]([CH:37]=[CH:38][C:39]=1[O:40][CH3:41])[CH2:35][NH2:36].CC(C)([O-])C.[Na+]. The catalyst is C([O-])(=O)C.[Pd+2].C([O-])(=O)C.C1C=CC(P(C2C=CC3C(=CC=CC=3)C=2C2C3C(=CC=CC=3)C=CC=2P(C2C=CC=CC=2)C2C=CC=CC=2)C2C=CC=CC=2)=CC=1.C(OCC)(=O)C. The product is [CH3:30][O:31][C:32]1[CH:33]=[C:34]([CH:37]=[CH:38][C:39]=1[O:40][CH3:41])[CH2:35][NH:36][C:9]1[C:10]([CH3:29])=[C:11]([CH3:28])[C:12]2[O:16][C:15]([CH3:18])([CH3:17])[CH:14]([C:19]3[CH:24]=[CH:23][C:22]([CH3:25])=[CH:21][CH:20]=3)[C:13]=2[C:26]=1[CH3:27]. The yield is 0.645. (8) The reactants are [F:1][C:2]([F:34])([F:33])[CH:3]([C:24]1[CH:29]=[C:28]([Cl:30])[C:27]([Cl:31])=[C:26]([Cl:32])[CH:25]=1)/[CH:4]=[CH:5]/[C:6]1[CH:11]=[CH:10][C:9]([NH:12][N:13]2C(=O)C3C(=CC=CC=3)C2=O)=[CH:8][CH:7]=1.O.NN. The catalyst is CCO. The product is [F:34][C:2]([F:1])([F:33])[CH:3]([C:24]1[CH:25]=[C:26]([Cl:32])[C:27]([Cl:31])=[C:28]([Cl:30])[CH:29]=1)/[CH:4]=[CH:5]/[C:6]1[CH:11]=[CH:10][C:9]([NH:12][NH2:13])=[CH:8][CH:7]=1. The yield is 0.660. (9) The reactants are Cl[C:2]1[N:3]=[C:4]([O:27][CH:28]2[CH2:33][CH2:32][O:31][CH2:30][CH2:29]2)[C:5]2[C:10]([C:11]3[CH:16]=[CH:15][N:14]=[C:13]([O:17][CH3:18])[CH:12]=3)=[CH:9][N:8]([CH2:19][O:20][CH2:21][CH2:22][Si:23]([CH3:26])([CH3:25])[CH3:24])[C:6]=2[N:7]=1.[NH2:34][C:35]1[CH:44]=[CH:43][C:38]([C:39]([NH:41][CH3:42])=[O:40])=[CH:37][C:36]=1[O:45][CH3:46].C(=O)([O-])[O-].[Cs+].[Cs+].C1(P(C2C=CC=CC=2)C2C=CC3C(=CC=CC=3)C=2C2C3C(=CC=CC=3)C=CC=2P(C2C=CC=CC=2)C2C=CC=CC=2)C=CC=CC=1. The catalyst is O1CCOCC1.C([O-])(=O)C.[Pd+2].C([O-])(=O)C. The product is [CH3:46][O:45][C:36]1[CH:37]=[C:38]([CH:43]=[CH:44][C:35]=1[NH:34][C:2]1[N:3]=[C:4]([O:27][CH:28]2[CH2:33][CH2:32][O:31][CH2:30][CH2:29]2)[C:5]2[C:10]([C:11]3[CH:16]=[CH:15][N:14]=[C:13]([O:17][CH3:18])[CH:12]=3)=[CH:9][N:8]([CH2:19][O:20][CH2:21][CH2:22][Si:23]([CH3:25])([CH3:24])[CH3:26])[C:6]=2[N:7]=1)[C:39]([NH:41][CH3:42])=[O:40]. The yield is 0.950. (10) The reactants are CON(C)[C:4](=[O:11])[C:5]1[CH:10]=[CH:9][N:8]=[CH:7][CH:6]=1.[CH2:13]([Mg]Cl)[C:14]1[CH:19]=[CH:18][CH:17]=[CH:16][CH:15]=1. The catalyst is C1COCC1. The product is [C:14]1([CH2:13][C:4]([C:5]2[CH:10]=[CH:9][N:8]=[CH:7][CH:6]=2)=[O:11])[CH:19]=[CH:18][CH:17]=[CH:16][CH:15]=1. The yield is 0.100.